Dataset: NCI-60 drug combinations with 297,098 pairs across 59 cell lines. Task: Regression. Given two drug SMILES strings and cell line genomic features, predict the synergy score measuring deviation from expected non-interaction effect. (1) Drug 1: CC12CCC(CC1=CCC3C2CCC4(C3CC=C4C5=CN=CC=C5)C)O. Drug 2: COC1=C(C=C2C(=C1)N=CN=C2NC3=CC(=C(C=C3)F)Cl)OCCCN4CCOCC4. Cell line: SNB-75. Synergy scores: CSS=34.7, Synergy_ZIP=-5.72, Synergy_Bliss=6.29, Synergy_Loewe=0.665, Synergy_HSA=6.11. (2) Drug 1: CN(C)C1=NC(=NC(=N1)N(C)C)N(C)C. Drug 2: C(CC(=O)O)C(=O)CN.Cl. Cell line: U251. Synergy scores: CSS=0.218, Synergy_ZIP=-0.673, Synergy_Bliss=-0.512, Synergy_Loewe=-5.53, Synergy_HSA=-2.98.